Dataset: CYP1A2 inhibition data for predicting drug metabolism from PubChem BioAssay. Task: Regression/Classification. Given a drug SMILES string, predict its absorption, distribution, metabolism, or excretion properties. Task type varies by dataset: regression for continuous measurements (e.g., permeability, clearance, half-life) or binary classification for categorical outcomes (e.g., BBB penetration, CYP inhibition). Dataset: cyp1a2_veith. The molecule is CC(C)NC(=O)c1ccc(-c2cccc(C(F)(F)F)c2)o1. The result is 1 (inhibitor).